Dataset: Reaction yield outcomes from USPTO patents with 853,638 reactions. Task: Predict the reaction yield, written as a fraction of the theoretical maximum amount of product (1.0 means a 100% yield; for example, 0.34 means a 34% yield). (1) The reactants are Br[C:2]1[C:10]2[N:9]=[C:8]([CH:11]3[CH2:13][CH2:12]3)[N:7]([CH2:14][C:15]3[CH:20]=[CH:19][CH:18]=[C:17]([C:21]([F:24])([F:23])[F:22])[C:16]=3[CH3:25])[C:6]=2[CH:5]=[C:4]([N:26]2[CH2:31][CH2:30][O:29][CH2:28][CH2:27]2)[CH:3]=1.[B:32]1(B2OC(C)(C)C(C)(C)O2)[O:36]C(C)(C)C(C)(C)[O:33]1.CC(C1C=C(C(C)C)C(C2C=CC=CC=2P(C2CCCCC2)C2CCCCC2)=C(C(C)C)C=1)C.C([O-])(=O)C.[K+].Cl. The catalyst is O1CCOCC1.C1C=CC(/C=C/C(/C=C/C2C=CC=CC=2)=O)=CC=1.C1C=CC(/C=C/C(/C=C/C2C=CC=CC=2)=O)=CC=1.C1C=CC(/C=C/C(/C=C/C2C=CC=CC=2)=O)=CC=1.[Pd].[Pd].O. The product is [CH:11]1([C:8]2[N:7]([CH2:14][C:15]3[CH:20]=[CH:19][CH:18]=[C:17]([C:21]([F:22])([F:23])[F:24])[C:16]=3[CH3:25])[C:6]3[CH:5]=[C:4]([N:26]4[CH2:31][CH2:30][O:29][CH2:28][CH2:27]4)[CH:3]=[C:2]([B:32]([OH:36])[OH:33])[C:10]=3[N:9]=2)[CH2:13][CH2:12]1. The yield is 0.209. (2) The reactants are [C:1](Cl)(Cl)=[O:2].C(N(CC)CC)C.[Cl:12][C:13]1[CH:18]=[CH:17][C:16]([CH:19]2[CH:23]([C:24]3[CH:29]=[CH:28][C:27]([Cl:30])=[CH:26][CH:25]=3)[NH:22][C:21]([C:31]3[CH:36]=[CH:35][C:34]([O:37][CH3:38])=[CH:33][C:32]=3[O:39][CH:40]3[CH2:44][CH2:43][CH2:42][CH2:41]3)=[N:20]2)=[CH:15][CH:14]=1.[NH:45]1[CH2:50][CH2:49][NH:48][CH2:47][CH2:46]1.C(=O)(O)[O-].[Na+]. The yield is 0.810. The catalyst is C1COCC1.C(Cl)Cl. The product is [Cl:12][C:13]1[CH:14]=[CH:15][C:16]([CH:19]2[CH:23]([C:24]3[CH:25]=[CH:26][C:27]([Cl:30])=[CH:28][CH:29]=3)[N:22]([C:1]([N:45]3[CH2:50][CH2:49][NH:48][CH2:47][CH2:46]3)=[O:2])[C:21]([C:31]3[CH:36]=[CH:35][C:34]([O:37][CH3:38])=[CH:33][C:32]=3[O:39][CH:40]3[CH2:41][CH2:42][CH2:43][CH2:44]3)=[N:20]2)=[CH:17][CH:18]=1. (3) The reactants are O[O:2][S:3]([O-:5])=O.[K+].[CH3:7][CH:8]([N:10]1[C:14]2[N:15]=[C:16]([C:24]3[CH:29]=[CH:28][C:27](SC)=[CH:26][CH:25]=3)[CH:17]=[C:18]([C:19]([O:21][CH2:22][CH3:23])=[O:20])[C:13]=2[CH:12]=[N:11]1)[CH3:9].[CH3:32]C(C)=O. The catalyst is O. The product is [CH3:7][CH:8]([N:10]1[C:14]2[N:15]=[C:16]([C:24]3[CH:25]=[CH:26][C:27]([S:3]([CH3:32])(=[O:5])=[O:2])=[CH:28][CH:29]=3)[CH:17]=[C:18]([C:19]([O:21][CH2:22][CH3:23])=[O:20])[C:13]=2[CH:12]=[N:11]1)[CH3:9]. The yield is 0.820. (4) The reactants are [F:1][C:2]1[CH:7]=[CH:6][C:5]([N:8]2[C:16]3[C:11](=[CH:12][C:13](I)=[CH:14][CH:15]=3)[CH:10]=[N:9]2)=[CH:4][CH:3]=1.[Li]CCCC.[C:23]1(=[O:29])[CH2:28][CH2:27][CH2:26][CH2:25][CH2:24]1. The catalyst is C1COCC1. The product is [F:1][C:2]1[CH:7]=[CH:6][C:5]([N:8]2[C:16]3[C:11](=[CH:12][C:13]([C:23]4([OH:29])[CH2:28][CH2:27][CH2:26][CH2:25][CH2:24]4)=[CH:14][CH:15]=3)[CH:10]=[N:9]2)=[CH:4][CH:3]=1. The yield is 0.380.